This data is from Catalyst prediction with 721,799 reactions and 888 catalyst types from USPTO. The task is: Predict which catalyst facilitates the given reaction. (1) Reactant: [Br:1][C:2]1[CH:7]=[CH:6][C:5](F)=[CH:4][C:3]=1[Cl:9].[CH2:10]([SH:12])[CH3:11].[H-].[Na+]. Product: [Br:1][C:2]1[CH:7]=[CH:6][C:5]([S:12][CH2:10][CH3:11])=[CH:4][C:3]=1[Cl:9]. The catalyst class is: 42. (2) Reactant: [C:1]([N:3]=[S:4]([C:6]1[CH:23]=[CH:22][C:9]([CH2:10][N:11]2[C:19](=[O:20])[C:18]3[C:13](=[CH:14][CH:15]=[CH:16][CH:17]=3)[C:12]2=[O:21])=[CH:8][CH:7]=1)[CH3:5])#[N:2].C(=O)([O-])[O-:25].[K+].[K+].ClC1C=C(C=CC=1)C(OO)=O.[O-]S([O-])(=S)=O.[Na+].[Na+]. Product: [C:1]([N:3]=[S:4]([C:6]1[CH:23]=[CH:22][C:9]([CH2:10][N:11]2[C:19](=[O:20])[C:18]3[C:13](=[CH:14][CH:15]=[CH:16][CH:17]=3)[C:12]2=[O:21])=[CH:8][CH:7]=1)([CH3:5])=[O:25])#[N:2]. The catalyst class is: 8. (3) Reactant: [N:1]1[C:10]2[C:5](=[CH:6][CH:7]=[CH:8][CH:9]=2)[C:4]([NH:11][C@H:12]2[CH2:16][CH2:15][N:14](C(OC(C)(C)C)=O)[CH2:13]2)=[CH:3][CH:2]=1. Product: [NH:14]1[CH2:15][CH2:16][C@H:12]([NH:11][C:4]2[C:5]3[C:10](=[CH:9][CH:8]=[CH:7][CH:6]=3)[N:1]=[CH:2][CH:3]=2)[CH2:13]1. The catalyst class is: 281. (4) Reactant: [F:1][C:2]1[CH:10]=[C:9]2[C:5]([CH2:6][O:7][C:8]2=[O:11])=[C:4]([CH2:12][N:13]2[C:21](=[O:22])[C:20]3[C:15](=[CH:16][CH:17]=[CH:18][CH:19]=3)[C:14]2=[O:23])[CH:3]=1.[CH3:24][N:25]1[C:29]([CH:30]=O)=[N:28][CH:27]=[N:26]1.CCN(CC)CC.C(OC(=O)C)(=O)C. Product: [F:1][C:2]1[CH:10]=[C:9]2[C:5](/[C:6](=[CH:30]/[C:29]3[N:25]([CH3:24])[N:26]=[CH:27][N:28]=3)/[O:7][C:8]2=[O:11])=[C:4]([CH2:12][N:13]2[C:21](=[O:22])[C:20]3[C:15](=[CH:16][CH:17]=[CH:18][CH:19]=3)[C:14]2=[O:23])[CH:3]=1. The catalyst class is: 1. (5) Reactant: C([Li])CCC.[CH3:6][N:7]([CH3:13])[C:8]1[S:9][CH:10]=[CH:11][N:12]=1.[CH2:14]([Sn:18](Cl)([CH2:23][CH2:24][CH2:25][CH3:26])[CH2:19][CH2:20][CH2:21][CH3:22])[CH2:15][CH2:16][CH3:17].[Cl-].[NH4+]. Product: [CH3:6][N:7]([CH3:13])[C:8]1[S:9][C:10]([Sn:18]([CH2:19][CH2:20][CH2:21][CH3:22])([CH2:23][CH2:24][CH2:25][CH3:26])[CH2:14][CH2:15][CH2:16][CH3:17])=[CH:11][N:12]=1. The catalyst class is: 1. (6) Reactant: [C:1]([O:5][C:6]([N:8]1[CH2:13][C@H:12]([CH:14](Cl)[C:15]2[S:16][CH:17]=[CH:18][N:19]=2)[N:11]([CH2:21][C:22]([N:24]2[C:32]3[CH:31]=[C:30]([C:33]([F:38])([F:37])[CH2:34][CH2:35][CH3:36])[N:29]=[CH:28][C:27]=3[C:26]([CH3:40])([CH3:39])[CH2:25]2)=[O:23])[CH2:10][C@H:9]1[CH3:41])=[O:7])([CH3:4])([CH3:3])[CH3:2].C(N(CC)CC)C. Product: [C:1]([O:5][C:6]([N:8]1[CH2:13][C@H:12]([CH2:14][C:15]2[S:16][CH:17]=[CH:18][N:19]=2)[N:11]([CH2:21][C:22]([N:24]2[C:32]3[CH:31]=[C:30]([C:33]([F:37])([F:38])[CH2:34][CH2:35][CH3:36])[N:29]=[CH:28][C:27]=3[C:26]([CH3:39])([CH3:40])[CH2:25]2)=[O:23])[CH2:10][C@H:9]1[CH3:41])=[O:7])([CH3:4])([CH3:2])[CH3:3]. The catalyst class is: 99. (7) Reactant: C([O:3][C:4]([C:6]1[N:7]([CH2:16][C:17]2[CH:21]=[C:20]([C:22]3[S:23][C:24]([Cl:27])=[CH:25][CH:26]=3)[O:19][N:18]=2)[N:8]=[C:9]([C:11]2[S:12][CH:13]=[CH:14][CH:15]=2)[CH:10]=1)=[O:5])C.O.[OH-].[Li+].Cl. Product: [Cl:27][C:24]1[S:23][C:22]([C:20]2[O:19][N:18]=[C:17]([CH2:16][N:7]3[C:6]([C:4]([OH:5])=[O:3])=[CH:10][C:9]([C:11]4[S:12][CH:13]=[CH:14][CH:15]=4)=[N:8]3)[CH:21]=2)=[CH:26][CH:25]=1. The catalyst class is: 20. (8) Reactant: [OH-:1].[K+].[NH2:3][C:4]1C=[CH:10][C:9]([S:12]([CH3:15])(=[O:14])=[O:13])=[CH:8][C:5]=1C#N.[CH2:16]([OH:19])[CH2:17]O. Product: [NH2:3][C:4]1[CH:5]=[CH:8][C:9]([S:12]([CH3:15])(=[O:14])=[O:13])=[CH:10][C:17]=1[C:16]([OH:19])=[O:1]. The catalyst class is: 6. (9) Reactant: [C:1]([N:4]1[C:13]2[C:8](=[CH:9][C:10]([CH:14]3[CH2:19][CH2:18][N:17](C(OC(C)(C)C)=O)[CH2:16][CH2:15]3)=[CH:11][CH:12]=2)[C@H:7]([NH:27][C:28]2[CH:33]=[CH:32][C:31]([C:34]#[N:35])=[CH:30][N:29]=2)[C@@H:6]([CH3:36])[C@@H:5]1[CH3:37])(=[O:3])[CH3:2].Cl. Product: [C:1]([N:4]1[C:13]2[C:8](=[CH:9][C:10]([CH:14]3[CH2:15][CH2:16][NH:17][CH2:18][CH2:19]3)=[CH:11][CH:12]=2)[C@H:7]([NH:27][C:28]2[CH:33]=[CH:32][C:31]([C:34]#[N:35])=[CH:30][N:29]=2)[C@@H:6]([CH3:36])[C@@H:5]1[CH3:37])(=[O:3])[CH3:2]. The catalyst class is: 12.